The task is: Predict the reactants needed to synthesize the given product.. This data is from Full USPTO retrosynthesis dataset with 1.9M reactions from patents (1976-2016). (1) Given the product [OH:15][C:10]1[CH:11]=[CH:12][CH:13]=[CH:14][C:9]=1[C:5]1[N:4]([CH2:23][CH2:24][C:25]2[CH:30]=[CH:29][CH:28]=[CH:27][CH:26]=2)[C:3](=[O:31])[C:2]([NH:32][C:33]2[CH:38]=[CH:37][CH:36]=[CH:35][CH:34]=2)=[C:7]([CH3:8])[N:6]=1, predict the reactants needed to synthesize it. The reactants are: Br[C:2]1[C:3](=[O:31])[N:4]([CH2:23][CH2:24][C:25]2[CH:30]=[CH:29][CH:28]=[CH:27][CH:26]=2)[C:5]([C:9]2[CH:14]=[CH:13][CH:12]=[CH:11][C:10]=2[O:15]CC2C=CC=CC=2)=[N:6][C:7]=1[CH3:8].[NH2:32][C:33]1[CH:38]=[CH:37][CH:36]=[CH:35][CH:34]=1.CC1(C)C2C(=C(P(C3C=CC=CC=3)C3C=CC=CC=3)C=CC=2)OC2C(P(C3C=CC=CC=3)C3C=CC=CC=3)=CC=CC1=2.C(=O)([O-])[O-].[Cs+].[Cs+]. (2) Given the product [CH3:1][O:2][C:3]1[CH:4]=[C:5]([CH3:25])[C:6]([S:10]([N:13]([CH2:15][C:16]2[O:20][C:19]([C:21]([N:42]([CH2:41][C:38]3[CH:37]=[CH:36][C:35]([CH2:34][N:31]4[CH2:32][CH2:33][CH:28]([O:27][CH3:26])[CH2:29][CH2:30]4)=[CH:40][CH:39]=3)[CH3:43])=[O:22])=[N:18][N:17]=2)[CH3:14])(=[O:12])=[O:11])=[C:7]([CH3:9])[CH:8]=1, predict the reactants needed to synthesize it. The reactants are: [CH3:1][O:2][C:3]1[CH:8]=[C:7]([CH3:9])[C:6]([S:10]([N:13]([CH2:15][C:16]2[O:20][C:19]([C:21](OC)=[O:22])=[N:18][N:17]=2)[CH3:14])(=[O:12])=[O:11])=[C:5]([CH3:25])[CH:4]=1.[CH3:26][O:27][CH:28]1[CH2:33][CH2:32][N:31]([CH2:34][C:35]2[CH:40]=[CH:39][C:38]([CH2:41][NH:42][CH3:43])=[CH:37][CH:36]=2)[CH2:30][CH2:29]1.C[Al](C)C. (3) Given the product [C:19]([O:18][C:16]([N:8]1[CH2:9][CH2:10][CH:5]([CH2:2][CH2:3][CH3:4])[CH2:6][CH:7]1[C:11]([OH:13])=[O:12])=[O:17])([CH3:22])([CH3:21])[CH3:20], predict the reactants needed to synthesize it. The reactants are: Cl.[CH2:2]([C:5]1[CH:10]=[CH:9][N:8]=[C:7]([C:11]([OH:13])=[O:12])[CH:6]=1)[CH2:3][CH3:4].[H][H].[C:16](O[C:16]([O:18][C:19]([CH3:22])([CH3:21])[CH3:20])=[O:17])([O:18][C:19]([CH3:22])([CH3:21])[CH3:20])=[O:17].[OH-].[Na+]. (4) Given the product [N+:18]([C:21]1[CH:30]=[C:29]([C:31]([NH:33][N:34]=[C:15]([C:12]2[C:13]([OH:14])=[C:9]([C:4]3[CH:5]=[CH:6][C:7]([Cl:8])=[C:2]([Cl:1])[CH:3]=3)[S:10][CH:11]=2)[CH3:17])=[O:32])[CH:28]=[CH:27][C:22]=1[C:23]([O:25][CH3:26])=[O:24])([O-:20])=[O:19], predict the reactants needed to synthesize it. The reactants are: [Cl:1][C:2]1[CH:3]=[C:4]([C:9]2[S:10][CH:11]=[C:12]([C:15]([CH3:17])=O)[C:13]=2[OH:14])[CH:5]=[CH:6][C:7]=1[Cl:8].[N+:18]([C:21]1[CH:30]=[C:29]([C:31]([NH:33][NH2:34])=[O:32])[CH:28]=[CH:27][C:22]=1[C:23]([O:25][CH3:26])=[O:24])([O-:20])=[O:19]. (5) Given the product [Cl:1][C:2]1[CH:7]=[C:6]([Cl:8])[CH:5]=[CH:4][C:3]=1[C:9]1[C:35](=[O:36])[N:34]([CH3:37])[C:12]2[N:13]([CH3:33])[C:14]3[C:19]([C:11]=2[CH:10]=1)=[CH:18][C:17]([C:20]1[NH:39][N:40]=[C:22]([CH2:23][O:24][CH:25]2[CH2:30][CH2:29][CH2:28][CH2:27][O:26]2)[CH:21]=1)=[CH:16][CH:15]=3, predict the reactants needed to synthesize it. The reactants are: [Cl:1][C:2]1[CH:7]=[C:6]([Cl:8])[CH:5]=[CH:4][C:3]=1[C:9]1[C:35](=[O:36])[N:34]([CH3:37])[C:12]2[N:13]([CH3:33])[C:14]3[C:19]([C:11]=2[CH:10]=1)=[CH:18][C:17]([C:20](=O)[CH2:21][C:22](=O)[CH2:23][O:24][CH:25]1[CH2:30][CH2:29][CH2:28][CH2:27][O:26]1)=[CH:16][CH:15]=3.O.[NH2:39][NH2:40]. (6) Given the product [CH3:75][C:47]1[C:48]2[N:52]=[C:51]([CH2:53][CH2:54][CH3:55])[N:50]([CH2:56][C:57]3[CH:58]=[CH:59][C:60]([C:63]4[CH:68]=[CH:67][CH:66]=[CH:65][C:64]=4[C:69]4[NH:70][N:71]=[N:72][N:73]=4)=[CH:61][CH:62]=3)[C:49]=2[CH:74]=[C:45]([CH2:44][O:43][C:42]2[CH:76]=[CH:77][C:39]([NH:38][C:15]([CH2:14][O:13][C:12]3[CH:11]=[CH:10][C:9]([CH2:8][CH:4]4[S:3][C:2](=[O:1])[NH:6][C:5]4=[O:7])=[CH:19][CH:18]=3)=[O:17])=[C:40]([NH:78][CH3:79])[CH:41]=2)[CH:46]=1, predict the reactants needed to synthesize it. The reactants are: [O:1]=[C:2]1[NH:6][C:5](=[O:7])[CH:4]([CH2:8][C:9]2[CH:19]=[CH:18][C:12]([O:13][CH2:14][C:15]([OH:17])=O)=[CH:11][CH:10]=2)[S:3]1.C(N1C=CN=C1)(N1C=CN=C1)=O.O1CCCC1.Cl.[NH2:38][C:39]1[CH:77]=[CH:76][C:42]([O:43][CH2:44][C:45]2[CH:46]=[C:47]([CH3:75])[C:48]3[N:52]=[C:51]([CH2:53][CH2:54][CH3:55])[N:50]([CH2:56][C:57]4[CH:62]=[CH:61][C:60]([C:63]5[CH:68]=[CH:67][CH:66]=[CH:65][C:64]=5[C:69]5[NH:73][N:72]=[N:71][N:70]=5)=[CH:59][CH:58]=4)[C:49]=3[CH:74]=2)=[CH:41][C:40]=1[NH:78][CH3:79]. (7) The reactants are: [S:1]([CH3:3])[CH3:2].ClN1C(=O)CCC1=O.[NH:12]1[C:20]2[C:15](=[CH:16][CH:17]=[CH:18][CH:19]=2)C=[CH:13]1.CCOCC. Given the product [CH3:2][S:1][C:3]1[C:15]2[C:20](=[CH:19][CH:18]=[CH:17][CH:16]=2)[NH:12][CH:13]=1, predict the reactants needed to synthesize it.